Dataset: Reaction yield outcomes from USPTO patents with 853,638 reactions. Task: Predict the reaction yield, written as a fraction of the theoretical maximum amount of product (1.0 means a 100% yield; for example, 0.34 means a 34% yield). (1) The reactants are [NH2:1][C@@H:2]([C:13]([OH:15])=[O:14])[CH2:3][C:4]1[C:12]2[C:7](=[CH:8][CH:9]=[CH:10][CH:11]=2)[NH:6][CH:5]=1.[CH:16]1[C:21]([CH:22]=O)=[CH:20][C:19]2[O:24][CH2:25][O:26][C:18]=2[CH:17]=1.[ClH:27]. The catalyst is O1CCOCC1. The product is [ClH:27].[CH2:25]1[O:26][C:18]2[CH:17]=[CH:16][C:21]([C@@H:22]3[C:5]4[NH:6][C:7]5[C:12]([C:4]=4[CH2:3][C@H:2]([C:13]([OH:15])=[O:14])[NH:1]3)=[CH:11][CH:10]=[CH:9][CH:8]=5)=[CH:20][C:19]=2[O:24]1. The yield is 0.997. (2) The reactants are [F:1][C:2]1([F:34])[CH2:6][CH2:5][CH:4]([C:7]2[C:15]3[C:10](=[CH:11][CH:12]=[CH:13][CH:14]=3)[N:9]([S:16]([C:19]3[CH:33]=[CH:32][C:22]([C:23]([NH:25]C4CCOCC4)=[O:24])=[CH:21][CH:20]=3)(=[O:18])=[O:17])[CH:8]=2)[CH2:3]1.[O:35]1[CH2:40][CH2:39][CH:38]([CH2:41]N)[CH2:37][CH2:36]1. No catalyst specified. The product is [F:1][C:2]1([F:34])[CH2:6][CH2:5][CH:4]([C:7]2[C:15]3[C:10](=[CH:11][CH:12]=[CH:13][CH:14]=3)[N:9]([S:16]([C:19]3[CH:20]=[CH:21][C:22]([C:23]([NH:25][CH2:41][CH:38]4[CH2:39][CH2:40][O:35][CH2:36][CH2:37]4)=[O:24])=[CH:32][CH:33]=3)(=[O:17])=[O:18])[CH:8]=2)[CH2:3]1. The yield is 1.00. (3) The reactants are [CH3:1][C:2]([CH3:24])([CH3:23])[C@H:3]([NH:11][CH2:12][CH2:13][NH:14][CH2:15][C:16]1[CH:21]=[CH:20][CH:19]=[C:18]([CH3:22])[N:17]=1)[C:4]([O:6][C:7]([CH3:10])([CH3:9])[CH3:8])=[O:5].C1C(=O)N(OC(ON2C(=O)CCC2=O)=O)[C:27](=[O:28])C1.C(N(CC)CC)C. The catalyst is ClCCCl. The product is [CH3:1][C:2]([CH3:24])([CH3:23])[C@H:3]([N:11]1[CH2:12][CH2:13][N:14]([CH2:15][C:16]2[CH:21]=[CH:20][CH:19]=[C:18]([CH3:22])[N:17]=2)[C:27]1=[O:28])[C:4]([O:6][C:7]([CH3:8])([CH3:9])[CH3:10])=[O:5]. The yield is 0.700. (4) The reactants are [F:1][C:2]1[CH:7]=[CH:6][C:5]([C:8]2[C:12]([C:13]([O:15]CC)=[O:14])=[CH:11][NH:10][N:9]=2)=[CH:4][CH:3]=1.[OH-].[Na+]. The catalyst is C(O)C. The product is [F:1][C:2]1[CH:3]=[CH:4][C:5]([C:8]2[C:12]([C:13]([OH:15])=[O:14])=[CH:11][NH:10][N:9]=2)=[CH:6][CH:7]=1. The yield is 1.00. (5) The reactants are [CH3:1][C:2]([CH3:7])([CH3:6])[C:3]([Cl:5])=[O:4].[Cl:8][C:9]1[CH:34]=[CH:33][C:12]2[N:13]3[C:17]([CH2:18][NH:19][CH2:20][C:11]=2[CH:10]=1)=[N:16][N:15]=[C:14]3[CH:21]1[CH2:26][CH2:25][N:24]([C:27]2[CH:32]=[CH:31][CH:30]=[CH:29][N:28]=2)[CH2:23][CH2:22]1. No catalyst specified. The product is [ClH:5].[ClH:8].[Cl:8][C:9]1[CH:34]=[CH:33][C:12]2[N:13]3[C:17]([CH2:18][N:19]([C:3](=[O:4])[C:2]([CH3:7])([CH3:6])[CH3:1])[CH2:20][C:11]=2[CH:10]=1)=[N:16][N:15]=[C:14]3[CH:21]1[CH2:22][CH2:23][N:24]([C:27]2[CH:32]=[CH:31][CH:30]=[CH:29][N:28]=2)[CH2:25][CH2:26]1. The yield is 0.540. (6) The reactants are Cl[CH2:2][C:3](Cl)=[O:4].[CH2:6]([NH:13][CH2:14][CH:15]([C:17]1[CH:22]=[CH:21][C:20]([Br:23])=[CH:19][CH:18]=1)[OH:16])[C:7]1[CH:12]=[CH:11][CH:10]=[CH:9][CH:8]=1.C(N(CC)CC)C.C[O-].[Na+]. The catalyst is C1(C)C=CC=CC=1.CO. The product is [CH2:6]([N:13]1[CH2:14][CH:15]([C:17]2[CH:18]=[CH:19][C:20]([Br:23])=[CH:21][CH:22]=2)[O:16][CH2:2][C:3]1=[O:4])[C:7]1[CH:8]=[CH:9][CH:10]=[CH:11][CH:12]=1. The yield is 0.860.